Dataset: NCI-60 drug combinations with 297,098 pairs across 59 cell lines. Task: Regression. Given two drug SMILES strings and cell line genomic features, predict the synergy score measuring deviation from expected non-interaction effect. (1) Drug 1: C1=NC2=C(N=C(N=C2N1C3C(C(C(O3)CO)O)O)F)N. Drug 2: CC1=C(C(=O)C2=C(C1=O)N3CC4C(C3(C2COC(=O)N)OC)N4)N. Cell line: LOX IMVI. Synergy scores: CSS=36.0, Synergy_ZIP=5.40, Synergy_Bliss=6.80, Synergy_Loewe=-22.9, Synergy_HSA=4.78. (2) Drug 1: CC1=C(C=C(C=C1)C(=O)NC2=CC(=CC(=C2)C(F)(F)F)N3C=C(N=C3)C)NC4=NC=CC(=N4)C5=CN=CC=C5. Drug 2: COC1=NC(=NC2=C1N=CN2C3C(C(C(O3)CO)O)O)N. Cell line: TK-10. Synergy scores: CSS=5.36, Synergy_ZIP=-0.00791, Synergy_Bliss=3.19, Synergy_Loewe=-0.865, Synergy_HSA=-2.18. (3) Drug 1: C1=CC(=CC=C1CCC2=CNC3=C2C(=O)NC(=N3)N)C(=O)NC(CCC(=O)O)C(=O)O. Drug 2: CC1=C2C(C(=O)C3(C(CC4C(C3C(C(C2(C)C)(CC1OC(=O)C(C(C5=CC=CC=C5)NC(=O)C6=CC=CC=C6)O)O)OC(=O)C7=CC=CC=C7)(CO4)OC(=O)C)O)C)OC(=O)C. Cell line: A549. Synergy scores: CSS=44.5, Synergy_ZIP=-12.9, Synergy_Bliss=-10.8, Synergy_Loewe=-7.43, Synergy_HSA=-5.04. (4) Drug 1: C1CC(C1)(C(=O)O)C(=O)O.[NH2-].[NH2-].[Pt+2]. Drug 2: CC(C)(C#N)C1=CC(=CC(=C1)CN2C=NC=N2)C(C)(C)C#N. Cell line: SNB-19. Synergy scores: CSS=2.51, Synergy_ZIP=-0.909, Synergy_Bliss=0.122, Synergy_Loewe=-0.608, Synergy_HSA=-0.330. (5) Drug 1: CNC(=O)C1=CC=CC=C1SC2=CC3=C(C=C2)C(=NN3)C=CC4=CC=CC=N4. Drug 2: CN(CCCl)CCCl.Cl. Cell line: NCI-H522. Synergy scores: CSS=20.0, Synergy_ZIP=1.34, Synergy_Bliss=2.70, Synergy_Loewe=1.49, Synergy_HSA=3.54.